This data is from Blood-brain barrier permeability classification from the B3DB database. The task is: Regression/Classification. Given a drug SMILES string, predict its absorption, distribution, metabolism, or excretion properties. Task type varies by dataset: regression for continuous measurements (e.g., permeability, clearance, half-life) or binary classification for categorical outcomes (e.g., BBB penetration, CYP inhibition). Dataset: b3db_classification. (1) The compound is CNC(CC(C)C)C(=O)NC1C(=O)NC(CC(N)=O)C(=O)NC2C(=O)NC3C(=O)NC(C(=O)NC(C(=O)O)c4cc(O)cc(O)c4-c4cc3ccc4O)C(O)c3ccc(c(Cl)c3)Oc3cc2cc(c3OC2OC(CO)C(O)C(O)C2OC2CC(C)(N)C(O)C(C)O2)Oc2ccc(cc2Cl)C1O. The result is 0 (does not penetrate BBB). (2) The drug is CCOC(=O)NN[C@H](C)c1ccccc1. The result is 1 (penetrates BBB). (3) The compound is CC[C@H](NC(=O)[C@@H](C)Sc1ccccc1)c1ccc(C)cc1C. The result is 1 (penetrates BBB).